From a dataset of Forward reaction prediction with 1.9M reactions from USPTO patents (1976-2016). Predict the product of the given reaction. (1) Given the reactants C(OC([N:6]1[CH2:12][CH:11]([NH:13][CH2:14][C:15]2[CH:20]=[CH:19][CH:18]=[CH:17][CH:16]=2)[C:10]2=[N:21][C:22]([C:26]3[CH:31]=[CH:30][N:29]=[CH:28][N:27]=3)=[CH:23][C:24](=[O:25])[N:9]2[CH2:8][CH2:7]1)=O)C.[BrH:32], predict the reaction product. The product is: [BrH:32].[CH2:14]([NH:13][CH:11]1[C:10]2=[N:21][C:22]([C:26]3[CH:31]=[CH:30][N:29]=[CH:28][N:27]=3)=[CH:23][C:24](=[O:25])[N:9]2[CH2:8][CH2:7][NH:6][CH2:12]1)[C:15]1[CH:16]=[CH:17][CH:18]=[CH:19][CH:20]=1. (2) Given the reactants [N+:1]([C:4]1[CH:5]=[C:6]([CH:19]=[CH:20][C:21]=1[N+:22]([O-])=O)[CH2:7][N:8]1[C:16](=[O:17])[C:15]2[C:10](=[CH:11][CH:12]=[CH:13][CH:14]=2)[C:9]1=[O:18])([O-])=O.C(O)C.C1COCC1, predict the reaction product. The product is: [NH2:1][C:4]1[CH:5]=[C:6]([CH:19]=[CH:20][C:21]=1[NH2:22])[CH2:7][N:8]1[C:16](=[O:17])[C:15]2[C:10](=[CH:11][CH:12]=[CH:13][CH:14]=2)[C:9]1=[O:18]. (3) Given the reactants [OH-].[Na+].C[O:4][C:5]([C:7]1[C:8]([CH3:20])=[N:9][N:10]([CH3:19])[C:11]=1[CH2:12][C:13]1[CH:18]=[CH:17][CH:16]=[CH:15][CH:14]=1)=[O:6], predict the reaction product. The product is: [CH2:12]([C:11]1[N:10]([CH3:19])[N:9]=[C:8]([CH3:20])[C:7]=1[C:5]([OH:6])=[O:4])[C:13]1[CH:18]=[CH:17][CH:16]=[CH:15][CH:14]=1. (4) Given the reactants BrC1C=C2C(=CC=1)NN=C2.S(OCC1CC2N(C(OCC3C=CC=CC=3)=O)C1CC2)(C1C=CC(C)=CC=1)(=O)=O.[NH:40]1[CH2:46][CH2:45][CH2:44][CH:43]([CH2:47][N:48]2[C:56]3[C:51](=[CH:52][C:53]([C:57]4[CH:58]=[N:59][N:60]([CH:62]5[CH2:67][CH2:66][CH2:65][CH2:64][O:63]5)[CH:61]=4)=[CH:54][CH:55]=3)[CH:50]=[N:49]2)[CH2:42][CH2:41]1, predict the reaction product. The product is: [CH:44]12[NH:40][CH:41]([CH2:46][CH2:45]1)[CH2:42][CH:43]2[CH2:47][N:48]1[C:56]2[C:51](=[CH:52][C:53]([C:57]3[CH:58]=[N:59][N:60]([CH:62]4[CH2:67][CH2:66][CH2:65][CH2:64][O:63]4)[CH:61]=3)=[CH:54][CH:55]=2)[CH:50]=[N:49]1. (5) Given the reactants Br[C:2]1[CH:11]=[C:10]2[C:5]([C:6](=[O:19])[C:7]3[C:17](=[O:18])[NH:16][S:15][C:8]=3[N:9]2[CH:12]2[CH2:14][CH2:13]2)=[CH:4][C:3]=1[F:20].[C:21]([C:23]1[CH:28]=[CH:27][CH:26]=[CH:25][N:24]=1)#[CH:22].C(NC(C)C)(C)C, predict the reaction product. The product is: [CH:12]1([N:9]2[C:10]3[C:5](=[CH:4][C:3]([F:20])=[C:2]([C:22]#[C:21][C:23]4[CH:28]=[CH:27][CH:26]=[CH:25][N:24]=4)[CH:11]=3)[C:6](=[O:19])[C:7]3[C:17](=[O:18])[NH:16][S:15][C:8]2=3)[CH2:14][CH2:13]1. (6) Given the reactants [C:1]([O:5][C:6]([N:8]1[C@H:17]([C:18](O)=[O:19])[CH2:16][C:15]2[C:10](=[CH:11][CH:12]=[CH:13][CH:14]=2)[CH2:9]1)=[O:7])([CH3:4])([CH3:3])[CH3:2].O.[Cl-].COC1N=C(OC)N=C([N+]2(C)CCOCC2)N=1.[F:40][C:41]1[CH:46]=[CH:45][C:44]([C@H:47]([NH:49][CH2:50][C:51]2[CH:60]=[CH:59][C:54]([C:55]([O:57][CH3:58])=[O:56])=[CH:53][CH:52]=2)[CH3:48])=[CH:43][CH:42]=1.CN1CCOCC1, predict the reaction product. The product is: [F:40][C:41]1[CH:42]=[CH:43][C:44]([C@H:47]([N:49]([CH2:50][C:51]2[CH:52]=[CH:53][C:54]([C:55]([O:57][CH3:58])=[O:56])=[CH:59][CH:60]=2)[C:18]([C@@H:17]2[CH2:16][C:15]3[C:10](=[CH:11][CH:12]=[CH:13][CH:14]=3)[CH2:9][N:8]2[C:6]([O:5][C:1]([CH3:4])([CH3:3])[CH3:2])=[O:7])=[O:19])[CH3:48])=[CH:45][CH:46]=1. (7) Given the reactants [CH2:1]([O:3][C:4](=[O:27])[CH2:5][NH:6][CH2:7][CH2:8][NH:9][S:10]([C:13]1[S:14][C:15]([C:18]2[CH:23]=[CH:22][CH:21]=[CH:20][C:19]=2[N+:24]([O-:26])=[O:25])=[N:16][N:17]=1)(=[O:12])=[O:11])[CH3:2].[N:28]1([CH2:37][C:38](O)=[O:39])[CH:36]=[C:34]([CH3:35])[C:32](=[O:33])[NH:31][C:29]1=[O:30], predict the reaction product. The product is: [CH2:1]([O:3][C:4](=[O:27])[CH2:5][N:6]([CH2:7][CH2:8][NH:9][S:10]([C:13]1[S:14][C:15]([C:18]2[CH:23]=[CH:22][CH:21]=[CH:20][C:19]=2[N+:24]([O-:26])=[O:25])=[N:16][N:17]=1)(=[O:12])=[O:11])[C:38](=[O:39])[CH2:37][N:28]1[CH:36]=[C:34]([CH3:35])[C:32](=[O:33])[NH:31][C:29]1=[O:30])[CH3:2]. (8) Given the reactants Br[C:2]1[CH:7]=[CH:6][C:5]([O:8][CH2:9][CH3:10])=[CH:4][N:3]=1.[NH:11]1[CH2:16][CH2:15][CH:14]([C:17]2[CH:22]=[CH:21][C:20]([C@@H:23]([NH:25][C:26](=[O:28])[CH3:27])[CH3:24])=[CH:19][CH:18]=2)[CH2:13][CH2:12]1, predict the reaction product. The product is: [CH2:9]([O:8][C:5]1[CH:6]=[CH:7][C:2]([N:11]2[CH2:16][CH2:15][CH:14]([C:17]3[CH:22]=[CH:21][C:20]([C@@H:23]([NH:25][C:26](=[O:28])[CH3:27])[CH3:24])=[CH:19][CH:18]=3)[CH2:13][CH2:12]2)=[N:3][CH:4]=1)[CH3:10]. (9) Given the reactants [CH3:1][N:2]1[CH2:7][CH2:6][N:5]([CH2:8][CH2:9][CH2:10][NH:11][C:12]2[CH:17]=[CH:16][C:15]([N+:18]([O-])=O)=[CH:14][CH:13]=2)[CH2:4][CH2:3]1.O.NN, predict the reaction product. The product is: [CH3:1][N:2]1[CH2:3][CH2:4][N:5]([CH2:8][CH2:9][CH2:10][NH:11][C:12]2[CH:13]=[CH:14][C:15]([NH2:18])=[CH:16][CH:17]=2)[CH2:6][CH2:7]1.